This data is from Reaction yield outcomes from USPTO patents with 853,638 reactions. The task is: Predict the reaction yield, written as a fraction of the theoretical maximum amount of product (1.0 means a 100% yield; for example, 0.34 means a 34% yield). (1) The reactants are B(Br)(Br)Br.C[O:6][C:7]1[C:12]2[N:13]=[CH:14][S:15][C:11]=2[CH:10]=[CH:9][CH:8]=1. The catalyst is C(Cl)Cl. The product is [OH:6][C:7]1[C:12]2[N:13]=[CH:14][S:15][C:11]=2[CH:10]=[CH:9][CH:8]=1. The yield is 0.800. (2) The product is [NH2:42][CH2:41][CH2:40][O:39][CH:10]([C:9]1[C:5]([CH3:4])=[N:6][O:7][C:8]=1[CH3:53])[C:11]1[O:12][C:13]2[CH:19]=[CH:18][C:17]([CH2:20][C:21]([NH:23][CH:24]([C:31]3[CH:36]=[CH:35][C:34]([CH3:37])=[CH:33][C:32]=3[CH3:38])[C:25]3[CH:26]=[CH:27][CH:28]=[CH:29][CH:30]=3)=[O:22])=[CH:16][C:14]=2[CH:15]=1. The reactants are O.NN.[CH3:4][C:5]1[C:9]([CH:10]([O:39][CH2:40][CH2:41][N:42]2C(=O)C3C(=CC=CC=3)C2=O)[C:11]2[O:12][C:13]3[CH:19]=[CH:18][C:17]([CH2:20][C:21]([NH:23][CH:24]([C:31]4[CH:36]=[CH:35][C:34]([CH3:37])=[CH:33][C:32]=4[CH3:38])[C:25]4[CH:30]=[CH:29][CH:28]=[CH:27][CH:26]=4)=[O:22])=[CH:16][C:14]=3[CH:15]=2)=[C:8]([CH3:53])[O:7][N:6]=1. The yield is 0.540. The catalyst is CO. (3) The reactants are [S:1]1[CH:5]=[CH:4][CH:3]=[C:2]1[S:6]([NH:9][C:10]1[CH:11]=[CH:12][C:13]([CH3:24])=[C:14]2[C:18]=1[NH:17][C:16]([C:19]([O:21][CH2:22][CH3:23])=[O:20])=[CH:15]2)(=[O:8])=[O:7].C(=O)([O-])[O-].[K+].[K+].[CH2:31](I)[CH3:32]. The catalyst is CN(C)C=O.C(OCC)(=O)C. The product is [CH2:31]([N:9]([S:6]([C:2]1[S:1][CH:5]=[CH:4][CH:3]=1)(=[O:7])=[O:8])[C:10]1[CH:11]=[CH:12][C:13]([CH3:24])=[C:14]2[C:18]=1[NH:17][C:16]([C:19]([O:21][CH2:22][CH3:23])=[O:20])=[CH:15]2)[CH3:32]. The yield is 0.700.